Dataset: Catalyst prediction with 721,799 reactions and 888 catalyst types from USPTO. Task: Predict which catalyst facilitates the given reaction. (1) Reactant: [C:1]([O:5][C:6]([N:8]1[CH2:13][CH2:12][CH:11]([S:14][C:15](=O)[CH3:16])[CH2:10][CH2:9]1)=[O:7])([CH3:4])([CH3:3])[CH3:2].C[O-].[Na+].[CH3:21][O:22][CH2:23]CCOS(C1C=CC(C)=CC=1)(=O)=O. Product: [C:1]([O:5][C:6]([N:8]1[CH2:13][CH2:12][CH:11]([S:14][CH2:15][CH2:16][CH2:21][O:22][CH3:23])[CH2:10][CH2:9]1)=[O:7])([CH3:4])([CH3:3])[CH3:2]. The catalyst class is: 24. (2) Reactant: [F:1][C:2]([F:17])([F:16])[C:3]1[CH:11]=[C:10]([C:12]([F:15])([F:14])[F:13])[CH:9]=[CH:8][C:4]=1[C:5]([OH:7])=O.ON1C2C=CC=CC=2N=N1.Cl.C(N=C=NCCCN(C)C)C.Cl.Cl.[CH3:42][NH:43][C:44]1=[N:45][C:46](=[O:56])[S:47]/[C:48]/1=[CH:49]\[CH:50]1[CH2:55][CH2:54][NH:53][CH2:52][CH2:51]1. Product: [F:16][C:2]([F:1])([F:17])[C:3]1[CH:11]=[C:10]([C:12]([F:15])([F:14])[F:13])[CH:9]=[CH:8][C:4]=1[C:5]([N:53]1[CH2:54][CH2:55][CH:50](/[CH:49]=[C:48]2/[C:44]([NH:43][CH3:42])=[N:45][C:46](=[O:56])[S:47]/2)[CH2:51][CH2:52]1)=[O:7]. The catalyst class is: 681.